Dataset: NCI-60 drug combinations with 297,098 pairs across 59 cell lines. Task: Regression. Given two drug SMILES strings and cell line genomic features, predict the synergy score measuring deviation from expected non-interaction effect. (1) Drug 1: C1CCN(CC1)CCOC2=CC=C(C=C2)C(=O)C3=C(SC4=C3C=CC(=C4)O)C5=CC=C(C=C5)O. Drug 2: CC1=C(C(=O)C2=C(C1=O)N3CC4C(C3(C2COC(=O)N)OC)N4)N. Cell line: HCT-15. Synergy scores: CSS=22.9, Synergy_ZIP=-1.08, Synergy_Bliss=4.01, Synergy_Loewe=-18.5, Synergy_HSA=0.371. (2) Drug 1: C1CCC(CC1)NC(=O)N(CCCl)N=O. Drug 2: C1=NC2=C(N=C(N=C2N1C3C(C(C(O3)CO)O)O)F)N. Cell line: K-562. Synergy scores: CSS=27.2, Synergy_ZIP=6.30, Synergy_Bliss=-4.73, Synergy_Loewe=-8.13, Synergy_HSA=-4.56.